Task: Regression. Given two drug SMILES strings and cell line genomic features, predict the synergy score measuring deviation from expected non-interaction effect.. Dataset: NCI-60 drug combinations with 297,098 pairs across 59 cell lines (1) Drug 1: C1=CN(C(=O)N=C1N)C2C(C(C(O2)CO)O)O.Cl. Drug 2: CC1=C(C(=O)C2=C(C1=O)N3CC4C(C3(C2COC(=O)N)OC)N4)N. Cell line: RXF 393. Synergy scores: CSS=1.74, Synergy_ZIP=-0.0697, Synergy_Bliss=1.32, Synergy_Loewe=-3.00, Synergy_HSA=-1.48. (2) Drug 1: C1=C(C(=O)NC(=O)N1)F. Drug 2: CN1C2=C(C=C(C=C2)N(CCCl)CCCl)N=C1CCCC(=O)O.Cl. Cell line: SF-539. Synergy scores: CSS=39.6, Synergy_ZIP=-9.09, Synergy_Bliss=-18.2, Synergy_Loewe=-28.7, Synergy_HSA=-17.3.